Dataset: Aqueous solubility values for 9,982 compounds from the AqSolDB database. Task: Regression/Classification. Given a drug SMILES string, predict its absorption, distribution, metabolism, or excretion properties. Task type varies by dataset: regression for continuous measurements (e.g., permeability, clearance, half-life) or binary classification for categorical outcomes (e.g., BBB penetration, CYP inhibition). For this dataset (solubility_aqsoldb), we predict Y. (1) The drug is COC(=O)C1(S(=O)(=O)c2ccc(C)cc2)CCCCC1. The Y is -4.61 log mol/L. (2) The drug is CC(C)CCCCCCCCCCOC(=O)c1ccccc1C(=O)OCCCCCCCCCCC(C)C. The Y is -5.72 log mol/L. (3) The compound is Clc1ccccc1. The Y is -2.45 log mol/L. (4) The drug is CC(C)(C)NCC(O)COc1cccc2c1CC(O)C(O)C2. The Y is -1.01 log mol/L. (5) The compound is CCN(CC)c1cc(NC(C)=O)c(N=Nc2c(Cl)cc([N+](=O)[O-])cc2[N+](=O)[O-])cc1OC. The Y is -4.67 log mol/L. (6) The compound is Clc1ccc(Oc2cccc(Cl)c2Cl)cc1Cl. The Y is -6.90 log mol/L. (7) The molecule is COC(=O)COc1nc(F)c(Cl)c(N)c1Cl. The Y is -3.95 log mol/L.